Task: Predict the reactants needed to synthesize the given product.. Dataset: Full USPTO retrosynthesis dataset with 1.9M reactions from patents (1976-2016) (1) Given the product [OH:12][C:11]1[N:13]=[C:14]([C:15]([O:17][CH3:18])=[O:16])[C:19]([CH3:20])=[N:8][C:9]=1[CH3:10], predict the reactants needed to synthesize it. The reactants are: C(OC([NH:8][C@H:9]([C:11]([NH:13][C@@H:14]([C:19](=O)[CH3:20])[C:15]([O:17][CH3:18])=[O:16])=[O:12])[CH3:10])=O)(C)(C)C.Cl. (2) Given the product [CH3:1][O:2][C:3]1[CH:4]=[CH:5][C:6]([CH2:9][CH2:10][CH2:11][C:12]([OH:14])=[O:13])=[CH:7][CH:8]=1, predict the reactants needed to synthesize it. The reactants are: [CH3:1][O:2][C:3]1[CH:8]=[CH:7][C:6]([C:9](=O)[CH2:10][CH2:11][C:12]([OH:14])=[O:13])=[CH:5][CH:4]=1.C(O)(=O)C. (3) Given the product [F:10][C:11]1[C:16]([F:17])=[CH:15][CH:14]=[CH:13][C:12]=1[C:18]1[N:51]=[C:21]2[CH:22]=[N:23][N:24]([CH2:26][C:27]3[N:32]=[N:31][C:30]([C:33]4[CH:38]=[CH:37][C:36]([C:3]5[CH:2]=[N:1][CH:6]=[CH:5][CH:4]=5)=[CH:35][C:34]=4[C:47]([F:49])([F:50])[F:48])=[CH:29][CH:28]=3)[CH:25]=[C:20]2[N:19]=1, predict the reactants needed to synthesize it. The reactants are: [N:1]1[CH:6]=[CH:5][CH:4]=[C:3](B(O)O)[CH:2]=1.[F:10][C:11]1[C:16]([F:17])=[CH:15][CH:14]=[CH:13][C:12]=1[C:18]1[N:51]=[C:21]2[CH:22]=[N:23][N:24]([CH2:26][C:27]3[N:32]=[N:31][C:30]([C:33]4[CH:38]=[CH:37][C:36](OS(C(F)(F)F)(=O)=O)=[CH:35][C:34]=4[C:47]([F:50])([F:49])[F:48])=[CH:29][CH:28]=3)[CH:25]=[C:20]2[N:19]=1.